From a dataset of Reaction yield outcomes from USPTO patents with 853,638 reactions. Predict the reaction yield, written as a fraction of the theoretical maximum amount of product (1.0 means a 100% yield; for example, 0.34 means a 34% yield). The catalyst is ClCCl. The reactants are [CH3:1][N:2]1[C:6]([N:7]2[CH:11]=[CH:10][C:9]([C:12]([OH:14])=O)=[CH:8]2)=[CH:5][CH:4]=[N:3]1.[NH2:15][C@@H:16]([CH2:29][C:30]1[CH:35]=[CH:34][CH:33]=[C:32]([F:36])[CH:31]=1)[CH2:17][N:18]1[C:26](=[O:27])[C:25]2[C:20](=[CH:21][CH:22]=[CH:23][CH:24]=2)[C:19]1=[O:28].C(N(CC)C(C)C)(C)C.F[P-](F)(F)(F)(F)F.Br[P+](N1CCCC1)(N1CCCC1)N1CCCC1. The yield is 0.699. The product is [O:28]=[C:19]1[C:20]2[C:25](=[CH:24][CH:23]=[CH:22][CH:21]=2)[C:26](=[O:27])[N:18]1[CH2:17][C@@H:16]([NH:15][C:12]([C:9]1[CH:10]=[CH:11][N:7]([C:6]2[N:2]([CH3:1])[N:3]=[CH:4][CH:5]=2)[CH:8]=1)=[O:14])[CH2:29][C:30]1[CH:35]=[CH:34][CH:33]=[C:32]([F:36])[CH:31]=1.